This data is from CYP2D6 inhibition data for predicting drug metabolism from PubChem BioAssay. The task is: Regression/Classification. Given a drug SMILES string, predict its absorption, distribution, metabolism, or excretion properties. Task type varies by dataset: regression for continuous measurements (e.g., permeability, clearance, half-life) or binary classification for categorical outcomes (e.g., BBB penetration, CYP inhibition). Dataset: cyp2d6_veith. (1) The drug is CC(C)C(NS(=O)(=O)c1cccs1)C(=O)NCCN1CCN(c2ccccc2)CC1. The result is 1 (inhibitor). (2) The molecule is COc1ccc(CSC2=C(C#N)C(=O)NC3(CCCCC3)S2)cc1. The result is 0 (non-inhibitor).